This data is from Forward reaction prediction with 1.9M reactions from USPTO patents (1976-2016). The task is: Predict the product of the given reaction. (1) Given the reactants ClC1C=C(C=C(C(O)(C)C)C=1)C=O.C(O)(=O)CC(O)=O.C([O-])(=O)C.[NH4+:25].[Cl:26][C:27]1[CH:28]=[C:29]([CH:37]=[CH:38][C:39]([OH:41])=[O:40])[CH:30]=[C:31]([C:33]([OH:36])([CH3:35])[CH3:34])[CH:32]=1, predict the reaction product. The product is: [NH2:25][CH:37]([C:29]1[CH:30]=[C:31]([C:33]([OH:36])([CH3:35])[CH3:34])[CH:32]=[C:27]([Cl:26])[CH:28]=1)[CH2:38][C:39]([OH:41])=[O:40]. (2) Given the reactants [CH3:1][C:2]([C:4]1[CH:9]=[CH:8][CH:7]=[C:6]([N+:10]([O-:12])=[O:11])[CH:5]=1)=[O:3].[CH2:13]([CH:20]1[CH2:25][CH2:24][NH:23][CH2:22][CH2:21]1)[C:14]1[CH:19]=[CH:18][CH:17]=[CH:16][CH:15]=1.Cl.[CH2:27]=O, predict the reaction product. The product is: [CH2:13]([CH:20]1[CH2:25][CH2:24][N:23]([CH2:27][CH2:1][C:2]([C:4]2[CH:9]=[CH:8][CH:7]=[C:6]([N+:10]([O-:12])=[O:11])[CH:5]=2)=[O:3])[CH2:22][CH2:21]1)[C:14]1[CH:19]=[CH:18][CH:17]=[CH:16][CH:15]=1. (3) Given the reactants [OH:1][C:2]1[C:7]2=[C:8]([CH3:20])[C:9]([O:11][CH2:12][CH2:13][CH2:14][NH:15][S:16]([CH3:19])(=[O:18])=[O:17])=[CH:10][N:6]2[N:5]=[CH:4][N:3]=1.O=P(Cl)(Cl)Cl.[F:26][C:27]1[C:35](O)=[CH:34][CH:33]=[C:32]2[C:28]=1[CH:29]=[C:30]([CH3:37])[NH:31]2.C([O-])([O-])=O.[K+].[K+], predict the reaction product. The product is: [F:26][C:27]1[C:35]([O:1][C:2]2[C:7]3=[C:8]([CH3:20])[C:9]([O:11][CH2:12][CH2:13][CH2:14][NH:15][S:16]([CH3:19])(=[O:18])=[O:17])=[CH:10][N:6]3[N:5]=[CH:4][N:3]=2)=[CH:34][CH:33]=[C:32]2[C:28]=1[CH:29]=[C:30]([CH3:37])[NH:31]2. (4) Given the reactants C(Cl)(=O)C.[CH2:5]([NH:7][C:8]([NH:10][C:11]1[C:16]([C:17]2[CH:18]=[N:19][CH:20]=[C:21]([C:23]([NH:25][NH:26]C(OC(C)(C)C)=O)=[O:24])[CH:22]=2)=[C:15]([C:34]2[S:35][CH:36]=[C:37]([C:39]([F:42])([F:41])[F:40])[N:38]=2)[C:14]([C:43]2[CH:44]=[N:45][CH:46]=[C:47]([C:49]([NH:51][NH:52]C(OC(C)(C)C)=O)=[O:50])[CH:48]=2)=[CH:13][N:12]=1)=[O:9])[CH3:6], predict the reaction product. The product is: [NH:25]([C:23]([C:21]1[CH:22]=[C:17]([C:16]2[C:11]([NH:10][C:8]([NH:7][CH2:5][CH3:6])=[O:9])=[N:12][CH:13]=[C:14]([C:43]3[CH:44]=[N:45][CH:46]=[C:47]([C:49]([NH:51][NH2:52])=[O:50])[CH:48]=3)[C:15]=2[C:34]2[S:35][CH:36]=[C:37]([C:39]([F:40])([F:41])[F:42])[N:38]=2)[CH:18]=[N:19][CH:20]=1)=[O:24])[NH2:26].